Dataset: NCI-60 drug combinations with 297,098 pairs across 59 cell lines. Task: Regression. Given two drug SMILES strings and cell line genomic features, predict the synergy score measuring deviation from expected non-interaction effect. Drug 1: C1=CN(C=N1)CC(O)(P(=O)(O)O)P(=O)(O)O. Drug 2: C1CN1C2=NC(=NC(=N2)N3CC3)N4CC4. Cell line: OVCAR3. Synergy scores: CSS=15.2, Synergy_ZIP=-3.52, Synergy_Bliss=2.53, Synergy_Loewe=-6.99, Synergy_HSA=0.621.